Predict which catalyst facilitates the given reaction. From a dataset of Catalyst prediction with 721,799 reactions and 888 catalyst types from USPTO. Reactant: [N+:1]([C:4]1[CH:5]=[C:6]([CH:10]=[CH:11][C:12]=1[O:13][C:14]([F:17])([F:16])[F:15])[C:7]([OH:9])=[O:8])([O-])=O. Product: [NH2:1][C:4]1[CH:5]=[C:6]([CH:10]=[CH:11][C:12]=1[O:13][C:14]([F:15])([F:16])[F:17])[C:7]([OH:9])=[O:8]. The catalyst class is: 5.